This data is from Catalyst prediction with 721,799 reactions and 888 catalyst types from USPTO. The task is: Predict which catalyst facilitates the given reaction. (1) Reactant: [F:1][C:2]([F:18])([F:17])[S:3]([NH:6][C:7]1[CH:12]=[CH:11][CH:10]=[C:9]([C:13]([NH:15][NH2:16])=[O:14])[CH:8]=1)(=[O:5])=[O:4].Cl[C:20](=[O:26])[C:21]([O:23][CH2:24][CH3:25])=[O:22]. The catalyst class is: 4. Product: [O:26]=[C:20]([NH:16][NH:15][C:13](=[O:14])[C:9]1[CH:10]=[CH:11][CH:12]=[C:7]([NH:6][S:3]([C:2]([F:17])([F:1])[F:18])(=[O:4])=[O:5])[CH:8]=1)[C:21]([O:23][CH2:24][CH3:25])=[O:22]. (2) Reactant: [F:1][C:2]([F:10])([F:9])[CH:3]([OH:8])[C:4]([F:7])([F:6])[F:5].Cl[C:12](Cl)([O:14]C(=O)OC(Cl)(Cl)Cl)Cl.C(N(CC)C(C)C)(C)C.[Cl:32][C:33]1[C:34]([CH2:45][N:46]2[CH2:51][CH2:50][NH:49][CH2:48][CH2:47]2)=[C:35]([N:39]2[CH2:44][CH2:43][O:42][CH2:41][CH2:40]2)[CH:36]=[CH:37][CH:38]=1. Product: [F:1][C:2]([F:10])([F:9])[CH:3]([O:8][C:12]([N:49]1[CH2:50][CH2:51][N:46]([CH2:45][C:34]2[C:35]([N:39]3[CH2:44][CH2:43][O:42][CH2:41][CH2:40]3)=[CH:36][CH:37]=[CH:38][C:33]=2[Cl:32])[CH2:47][CH2:48]1)=[O:14])[C:4]([F:7])([F:6])[F:5]. The catalyst class is: 229. (3) The catalyst class is: 3. Product: [CH:45]1([CH2:48][N:49]([CH2:50][C:51]2[CH:52]=[CH:53][C:54]([C:55]([O:57][CH3:58])=[O:56])=[CH:59][CH:60]=2)[C:28](=[O:30])[C:27]2[CH:31]=[CH:32][C:33]([O:35][C:36]3[CH:41]=[CH:40][CH:39]=[CH:38][C:37]=3[O:42][CH3:43])=[CH:34][C:26]=2[F:25])[CH2:46][CH2:47]1. Reactant: CN(C(ON1N=NC2C=CC=NC1=2)=[N+](C)C)C.F[P-](F)(F)(F)(F)F.[F:25][C:26]1[CH:34]=[C:33]([O:35][C:36]2[CH:41]=[CH:40][CH:39]=[CH:38][C:37]=2[O:42][CH3:43])[CH:32]=[CH:31][C:27]=1[C:28]([OH:30])=O.Cl.[CH:45]1([CH2:48][NH:49][CH2:50][C:51]2[CH:60]=[CH:59][C:54]([C:55]([O:57][CH3:58])=[O:56])=[CH:53][CH:52]=2)[CH2:47][CH2:46]1.CCN(C(C)C)C(C)C. (4) Reactant: [CH3:1][O:2][CH2:3][CH2:4][O:5][C:6]1[CH:24]=[CH:23][C:9]([CH:10]=NNS(C2C=CC(C)=CC=2)(=O)=O)=[CH:8][CH:7]=1.C(=O)([O-])[O-].[K+].[K+].[Cl:31][C:32]1[N:37]=[CH:36][C:35](B(O)O)=[CH:34][N:33]=1. Product: [Cl:31][C:32]1[N:37]=[CH:36][C:35]([CH2:10][C:9]2[CH:8]=[CH:7][C:6]([O:5][CH2:4][CH2:3][O:2][CH3:1])=[CH:24][CH:23]=2)=[CH:34][N:33]=1. The catalyst class is: 38. (5) Reactant: [C:1]([O:5][C@@H:6]([C:10]1[C:11]([CH3:41])=[N:12][C:13]2[N:14]([N:28]=[C:29]([C:31]3[NH:35][C:34]4[CH:36]=[CH:37][C:38](Cl)=[CH:39][C:33]=4[N:32]=3)[CH:30]=2)[C:15]=1[C:16]1[C:17]([CH3:27])=[C:18]2[C:23](=[C:24]([F:26])[CH:25]=1)[O:22][CH2:21][CH2:20][CH2:19]2)[C:7]([OH:9])=[O:8])([CH3:4])([CH3:3])[CH3:2].CC1(C)C(C)(C)OB([C:50]2[CH:55]=[CH:54][CH:53]=[CH:52][CH:51]=2)O1.[O-]P([O-])([O-])=O.[K+].[K+].[K+].C1(P(C2CCCCC2)C2C=CC=CC=2C2C(OC)=CC=CC=2OC)CCCCC1. Product: [C:1]([O:5][C@@H:6]([C:10]1[C:11]([CH3:41])=[N:12][C:13]2[N:14]([N:28]=[C:29]([C:31]3[NH:35][C:34]4[CH:36]=[CH:37][C:38]([C:50]5[CH:55]=[CH:54][CH:53]=[CH:52][CH:51]=5)=[CH:39][C:33]=4[N:32]=3)[CH:30]=2)[C:15]=1[C:16]1[C:17]([CH3:27])=[C:18]2[C:23](=[C:24]([F:26])[CH:25]=1)[O:22][CH2:21][CH2:20][CH2:19]2)[C:7]([OH:9])=[O:8])([CH3:4])([CH3:3])[CH3:2]. The catalyst class is: 274. (6) Reactant: [F:1][C:2]1[CH:12]=[C:11](F)[C:10]([N+:14]([O-:16])=[O:15])=[CH:9][C:3]=1[C:4]([O:6][CH2:7][CH3:8])=[O:5].[C:17]([N:20]1[CH2:25][CH2:24][N:23]([C:26]2[CH:27]=[C:28]([CH:30]=[CH:31][CH:32]=2)N)[CH2:22][CH2:21]1)(=[O:19])[CH3:18].C([N:35](CC)CC)C.O. Product: [C:17]([N:20]1[CH2:25][CH2:24][N:23]([C:26]2[CH:27]=[C:28]([C:11]3[CH:12]=[C:2]([F:1])[C:3]([C:4]([O:6][CH2:7][CH3:8])=[O:5])=[C:9]([NH2:35])[C:10]=3[N+:14]([O-:16])=[O:15])[CH:30]=[CH:31][CH:32]=2)[CH2:22][CH2:21]1)(=[O:19])[CH3:18]. The catalyst class is: 37. (7) Reactant: CC(C)=O.[OH:5][C:6]1[CH:7]=[C:8]([CH:27]=[CH:28][C:29]=1[O:30][CH3:31])/[CH:9]=[C:10]1\[CH2:11][O:12][C:13]2[C:18]([C:19]\1=[O:20])=[C:17]([O:21][CH3:22])[C:16]([O:23][CH3:24])=[C:15]([O:25][CH3:26])[CH:14]=2.Cl.Cl[CH2:34][CH2:35][N:36]1[CH2:40][CH2:39][CH2:38][CH2:37]1.C([O-])([O-])=O.[K+].[K+]. Product: [CH3:22][O:21][C:17]1[C:16]([O:23][CH3:24])=[C:15]([O:25][CH3:26])[CH:14]=[C:13]2[C:18]=1[C:19](=[O:20])/[C:10](=[CH:9]/[C:8]1[CH:27]=[CH:28][C:29]([O:30][CH3:31])=[C:6]([O:5][CH2:34][CH2:35][N:36]3[CH2:40][CH2:39][CH2:38][CH2:37]3)[CH:7]=1)/[CH2:11][O:12]2. The catalyst class is: 13.